Task: Predict which catalyst facilitates the given reaction.. Dataset: Catalyst prediction with 721,799 reactions and 888 catalyst types from USPTO (1) Reactant: [CH3:1][O:2][C:3]1[CH:8]=[CH:7][C:6]([C:9]2[N:10]=[C:11]([N:22]3[CH2:27][CH2:26][NH:25][CH2:24][CH2:23]3)[S:12][C:13]=2[C:14]2[CH:19]=[CH:18][C:17]([O:20][CH3:21])=[CH:16][CH:15]=2)=[CH:5][CH:4]=1.ClC(Cl)(O[C:32](=[O:38])OC(Cl)(Cl)Cl)Cl.C(N(CC)CC)C.Cl.[CH3:48][NH:49][OH:50]. Product: [CH3:1][O:2][C:3]1[CH:8]=[CH:7][C:6]([C:9]2[N:10]=[C:11]([N:22]3[CH2:23][CH2:24][N:25]([C:32](=[O:38])[N:49]([OH:50])[CH3:48])[CH2:26][CH2:27]3)[S:12][C:13]=2[C:14]2[CH:15]=[CH:16][C:17]([O:20][CH3:21])=[CH:18][CH:19]=2)=[CH:5][CH:4]=1. The catalyst class is: 7. (2) Reactant: [Li+].CC([N-]C(C)C)C.[Br:9][C:10]1[S:11][CH:12]=[CH:13][C:14]=1[CH2:15][CH:16]1[CH2:21][CH2:20][CH2:19][CH2:18][CH2:17]1.Cl[C:23]([O:25][CH2:26]C)=[O:24]. Product: [Br:9][C:10]1[S:11][C:12]([C:23]([O:25][CH3:26])=[O:24])=[CH:13][C:14]=1[CH2:15][CH:16]1[CH2:17][CH2:18][CH2:19][CH2:20][CH2:21]1. The catalyst class is: 1. (3) Reactant: [CH:1]([O:4][C:5]([C:7]1([C:10]2[CH:15]=[CH:14][C:13]([C:16]3[CH:21]=[CH:20][C:19]([C:22]4[O:26][N:25]=[C:24]([CH3:27])[C:23]=4[C:28]([O:30]C)=[O:29])=[CH:18][CH:17]=3)=[CH:12][CH:11]=2)[CH2:9][CH2:8]1)=[O:6])([CH3:3])C.[OH-].[Na+].[CH2:34]1COCC1. Product: [CH2:1]([O:4][C:5]([C:7]1([C:10]2[CH:15]=[CH:14][C:13]([C:16]3[CH:21]=[CH:20][C:19]([C:22]4[O:26][N:25]=[C:24]([CH3:27])[C:23]=4[C:28]([OH:30])=[O:29])=[CH:18][CH:17]=3)=[CH:12][CH:11]=2)[CH2:8][CH2:9]1)=[O:6])[CH2:3][CH3:34]. The catalyst class is: 40. (4) Reactant: [F:1][C:2]1[CH:9]=[C:8]([F:10])[CH:7]=[C:6]([O:11][CH3:12])[C:3]=1[CH:4]=O.[NH2:13]OS(O)(=O)=O. Product: [F:1][C:2]1[CH:9]=[C:8]([F:10])[CH:7]=[C:6]([O:11][CH3:12])[C:3]=1[C:4]#[N:13]. The catalyst class is: 6. (5) Reactant: [NH:1]([C:10]([O:12][CH2:13][CH2:14][C:15]1[CH:20]=[CH:19][C:18]([CH2:21][CH2:22][C:23]2[N:24]=[C:25]([NH:28][C:29](=[O:31])[CH3:30])[S:26][CH:27]=2)=[CH:17][CH:16]=1)=[O:11])[NH:2]C(OC(C)(C)C)=O.O1CCOCC1.[ClH:38].C(OCC)(=O)C. Product: [ClH:38].[NH:1]([C:10]([O:12][CH2:13][CH2:14][C:15]1[CH:20]=[CH:19][C:18]([CH2:21][CH2:22][C:23]2[N:24]=[C:25]([NH:28][C:29](=[O:31])[CH3:30])[S:26][CH:27]=2)=[CH:17][CH:16]=1)=[O:11])[NH2:2]. The catalyst class is: 98. (6) Reactant: [S:1]1[CH:5]=[CH:4][C:3]2[C:6](=[O:9])[CH2:7][CH2:8][C:2]1=2.[H-].[Na+].C([O:14][C:15](=O)[C:16]1[CH:21]=[CH:20][C:19]([Br:22])=[N:18][CH:17]=1)C.Cl. Product: [Br:22][C:19]1[N:18]=[CH:17][C:16]([C:15]([CH:7]2[CH2:8][C:2]3[S:1][CH:5]=[CH:4][C:3]=3[C:6]2=[O:9])=[O:14])=[CH:21][CH:20]=1. The catalyst class is: 375. (7) The catalyst class is: 6. Reactant: [S:1]1[CH2:6][CH2:5][CH:4]([C:7]2[C:12]([F:13])=[CH:11][C:10]([N:14]3[CH2:18][C@H:17]([CH2:19][N:20]4[CH:24]=[C:23]([CH3:25])[N:22]=[N:21]4)[O:16][C:15]3=[O:26])=[CH:9][C:8]=2[F:27])[CH2:3][CH2:2]1.I([O-])(=O)(=O)=[O:29].[Na+].C(#N)C. Product: [F:13][C:12]1[CH:11]=[C:10]([N:14]2[CH2:18][C@H:17]([CH2:19][N:20]3[CH:24]=[C:23]([CH3:25])[N:22]=[N:21]3)[O:16][C:15]2=[O:26])[CH:9]=[C:8]([F:27])[C:7]=1[CH:4]1[CH2:5][CH2:6][S:1](=[O:29])[CH2:2][CH2:3]1. (8) Reactant: C(OC(=O)[NH:7][C:8]1[CH:13]=[CH:12][C:11]([C:14]2[CH:19]=[CH:18][CH:17]=[CH:16][C:15]=2[F:20])=[CH:10][C:9]=1[NH:21][C:22](=[O:35])[CH2:23][C:24]([C:26]1[CH:31]=[CH:30][CH:29]=[C:28]([N+:32]([O-:34])=[O:33])[CH:27]=1)=O)(C)(C)C.C(O)(C(F)(F)F)=O. Product: [F:20][C:15]1[CH:16]=[CH:17][CH:18]=[CH:19][C:14]=1[C:11]1[CH:12]=[CH:13][C:8]2[N:7]=[C:24]([C:26]3[CH:31]=[CH:30][CH:29]=[C:28]([N+:32]([O-:34])=[O:33])[CH:27]=3)[CH2:23][C:22](=[O:35])[NH:21][C:9]=2[CH:10]=1. The catalyst class is: 2. (9) Reactant: FC(F)(F)S(O[C:7]1[CH:12]=[C:11]([Cl:13])[C:10]([CH2:14][CH:15]2[CH2:19][CH2:18][N:17]([CH:20]3[CH2:25][CH2:24][CH2:23][CH2:22][CH2:21]3)[C:16]2=[O:26])=[C:9]([Cl:27])[CH:8]=1)(=O)=O.[CH2:30]([N:34]1[CH:38]=[C:37](B2OC(C)(C)C(C)(C)O2)[CH:36]=[N:35]1)[CH:31]([CH3:33])[CH3:32].C(=O)([O-])[O-].[Na+].[Na+]. Product: [CH:20]1([N:17]2[CH2:18][CH2:19][CH:15]([CH2:14][C:10]3[C:11]([Cl:13])=[CH:12][C:7]([C:37]4[CH:36]=[N:35][N:34]([CH2:30][CH:31]([CH3:33])[CH3:32])[CH:38]=4)=[CH:8][C:9]=3[Cl:27])[C:16]2=[O:26])[CH2:25][CH2:24][CH2:23][CH2:22][CH2:21]1. The catalyst class is: 216.